From a dataset of Forward reaction prediction with 1.9M reactions from USPTO patents (1976-2016). Predict the product of the given reaction. Given the reactants Br[C:2]1[CH:7]=[CH:6][CH:5]=[CH:4][N:3]=1.C([O:11][B:12](OC(C)C)[O:13]C(C)C)(C)C.[Li]CCCC.[C:26]1([N:32]([CH2:36][CH2:37][OH:38])[CH2:33][CH2:34][OH:35])[CH:31]=[CH:30][CH:29]=[CH:28][CH:27]=1, predict the reaction product. The product is: [N:3]1[CH:4]=[CH:5][CH:6]=[CH:7][C:2]=1[B:12]([OH:13])[OH:11].[C:26]1([N:32]([CH2:36][CH2:37][OH:38])[CH2:33][CH2:34][OH:35])[CH:31]=[CH:30][CH:29]=[CH:28][CH:27]=1.